Dataset: Catalyst prediction with 721,799 reactions and 888 catalyst types from USPTO. Task: Predict which catalyst facilitates the given reaction. (1) Reactant: Br[C:2]1[N:7]=[C:6]([C:8]2[C:16]3[C:11](=[N:12][C:13]([NH:17][CH2:18][CH2:19][N:20]4[CH2:25][CH2:24][O:23][CH2:22][CH2:21]4)=[N:14][CH:15]=3)[N:10]([CH2:26][O:27][CH2:28][CH2:29][Si:30]([CH3:33])([CH3:32])[CH3:31])[N:9]=2)[CH:5]=[CH:4][CH:3]=1.[CH2:34]([NH2:41])[C:35]1[CH:40]=[CH:39][CH:38]=[CH:37][CH:36]=1.CN(C1C(C2C(P(C3CCCCC3)C3CCCCC3)=CC=CC=2)=CC=CC=1)C.C(O[Na])(C)(C)C. Product: [CH2:34]([NH:41][C:2]1[N:7]=[C:6]([C:8]2[C:16]3[C:11](=[N:12][C:13]([NH:17][CH2:18][CH2:19][N:20]4[CH2:25][CH2:24][O:23][CH2:22][CH2:21]4)=[N:14][CH:15]=3)[N:10]([CH2:26][O:27][CH2:28][CH2:29][Si:30]([CH3:33])([CH3:32])[CH3:31])[N:9]=2)[CH:5]=[CH:4][CH:3]=1)[C:35]1[CH:40]=[CH:39][CH:38]=[CH:37][CH:36]=1. The catalyst class is: 102. (2) Reactant: [CH3:1][C:2]1[CH:10]=[CH:9][C:5]([C:6](O)=[O:7])=[CH:4][N:3]=1.[H-].[Al+3].[Li+].[H-].[H-].[H-].O.[OH-].[Na+]. Product: [CH3:1][C:2]1[N:3]=[CH:4][C:5]([CH2:6][OH:7])=[CH:9][CH:10]=1. The catalyst class is: 7. (3) Reactant: Cl[C:2]1[C:3]2[C:4](=[CH:19][N:20](CC3C=CC(OC)=CC=3)[N:21]=2)[N:5]=[C:6]([C:8]2[CH:13]=[CH:12][CH:11]=[C:10]([O:14][C:15]([F:18])([F:17])[F:16])[CH:9]=2)[N:7]=1.[CH3:31][O:32][C:33]1[CH:34]=[C:35]([CH:37]=[CH:38][C:39]=1[O:40][CH3:41])[NH2:36].Cl. Product: [CH3:31][O:32][C:33]1[CH:34]=[C:35]([NH:36][C:2]2[C:3]3[NH:21][N:20]=[CH:19][C:4]=3[N:5]=[C:6]([C:8]3[CH:13]=[CH:12][CH:11]=[C:10]([O:14][C:15]([F:17])([F:16])[F:18])[CH:9]=3)[N:7]=2)[CH:37]=[CH:38][C:39]=1[O:40][CH3:41]. The catalyst class is: 71. (4) Reactant: C[Si]([N-][Si](C)(C)C)(C)C.[K+].[Br:11][C:12]1[CH:21]=[C:20]2[C:15]([CH:16]=[CH:17][N:18]=[C:19]2[OH:22])=[CH:14][C:13]=1[O:23][CH3:24].[CH3:25]I.O. Product: [Br:11][C:12]1[CH:21]=[C:20]2[C:15]([CH:16]=[CH:17][N:18]([CH3:25])[C:19]2=[O:22])=[CH:14][C:13]=1[O:23][CH3:24]. The catalyst class is: 225. (5) Reactant: C(OC([NH:8][C@H:9]([C:49]1[CH:61]=[CH:60][C:52]([O:53][CH2:54][C:55]([O:57][CH2:58][CH3:59])=[O:56])=[CH:51][CH:50]=1)[CH2:10][N:11]1[C:16](=[O:17])[C:15]2[C:18]3([O:34][CH2:35][C:14]=2[N:13]([CH2:36][C:37]2[C:42]([C:43]([F:46])([F:45])[F:44])=[CH:41][CH:40]=[CH:39][C:38]=2[F:47])[C:12]1=[O:48])[CH2:23][CH2:22][N:21]([CH2:24][C:25]1[O:26][C:27]([C:30]([F:33])([F:32])[F:31])=[CH:28][CH:29]=1)[CH2:20][CH2:19]3)=O)(C)(C)C.Cl. Product: [NH2:8][C@H:9]([C:49]1[CH:50]=[CH:51][C:52]([O:53][CH2:54][C:55]([O:57][CH2:58][CH3:59])=[O:56])=[CH:60][CH:61]=1)[CH2:10][N:11]1[C:16](=[O:17])[C:15]2[C:18]3([O:34][CH2:35][C:14]=2[N:13]([CH2:36][C:37]2[C:42]([C:43]([F:44])([F:45])[F:46])=[CH:41][CH:40]=[CH:39][C:38]=2[F:47])[C:12]1=[O:48])[CH2:19][CH2:20][N:21]([CH2:24][C:25]1[O:26][C:27]([C:30]([F:32])([F:31])[F:33])=[CH:28][CH:29]=1)[CH2:22][CH2:23]3. The catalyst class is: 4.